Dataset: Full USPTO retrosynthesis dataset with 1.9M reactions from patents (1976-2016). Task: Predict the reactants needed to synthesize the given product. (1) Given the product [CH3:22][O:21][C:19]1[CH:18]=[C:16]([NH:17][CH2:8][C:7]2[C:2]([NH2:1])=[N:3][C:4]([S:10][CH3:11])=[N:5][CH:6]=2)[CH:15]=[C:14]([O:13][CH3:12])[CH:20]=1, predict the reactants needed to synthesize it. The reactants are: [NH2:1][C:2]1[C:7]([CH:8]=O)=[CH:6][N:5]=[C:4]([S:10][CH3:11])[N:3]=1.[CH3:12][O:13][C:14]1[CH:15]=[C:16]([CH:18]=[C:19]([O:21][CH3:22])[CH:20]=1)[NH2:17].C(O)(=O)C. (2) Given the product [N:1]1([C:15](=[O:17])[C:14](=[O:20])[CH2:21][C:22](=[O:23])[CH3:24])[CH2:5][CH2:4][CH2:3][CH2:2]1, predict the reactants needed to synthesize it. The reactants are: [NH:1]1[CH2:5][CH2:4][CH2:3][CH2:2]1.C(N(CC)CC)C.Cl[C:14](=[O:20])[C:15]([O:17]CC)=O.[CH3:21][C:22]([CH3:24])=[O:23].CC(C)([O-])C.[K+].C(O)(=O)C.